From a dataset of Full USPTO retrosynthesis dataset with 1.9M reactions from patents (1976-2016). Predict the reactants needed to synthesize the given product. (1) Given the product [CH3:26][O:25][CH2:24][CH2:23][O:1][C:2]1[CH:3]=[C:4]([CH:9]=[CH:10][C:11]=1[O:12][CH2:19][CH2:20][O:16][CH3:13])[C:5]([O:7][CH3:8])=[O:6], predict the reactants needed to synthesize it. The reactants are: [OH:1][C:2]1[CH:3]=[C:4]([CH:9]=[CH:10][C:11]=1[OH:12])[C:5]([O:7][CH3:8])=[O:6].[C:13](=[O:16])([O-])[O-].[K+].[K+].[C:19](#N)[CH3:20].Br[CH2:23][CH2:24][O:25][CH3:26]. (2) Given the product [C:26]([C:5]1[N:10]=[C:9]([CH3:11])[C:8]([C:12]2[C:17]([F:18])=[CH:16][C:15]([F:19])=[CH:14][C:13]=2[F:20])=[C:7]([CH2:21][CH:22]([CH3:25])[CH2:23][CH3:24])[N:6]=1)#[N:27], predict the reactants needed to synthesize it. The reactants are: CS([C:5]1[N:10]=[C:9]([CH3:11])[C:8]([C:12]2[C:17]([F:18])=[CH:16][C:15]([F:19])=[CH:14][C:13]=2[F:20])=[C:7]([CH2:21][CH:22]([CH3:25])[CH2:23][CH3:24])[N:6]=1)(=O)=O.[C-:26]#[N:27].[K+]. (3) Given the product [CH2:61]([O:60]/[N:59]=[C:58](/[C:63]1[N:67]=[C:66]([NH:68][P:69]([OH:71])([OH:72])=[O:70])[S:65][N:64]=1)\[C:57]([NH:12][C@@H:13]1[C:20](=[O:21])[N:19]2[C@@H:14]1[S:15][CH2:16][C:17]([S:34][C:35]1[S:36][CH:37]=[C:38]([C:40]3[CH:45]=[CH:44][N+:43]([CH3:46])=[CH:42][CH:41]=3)[N:39]=1)=[C:18]2[C:22]([O-:24])=[O:23])=[O:73])[CH3:62], predict the reactants needed to synthesize it. The reactants are: FC(F)(F)C([O-])=O.OC1C=CC=CC=1/C=[N:12]\[C@@H:13]1[C:20](=[O:21])[N:19]2[CH:14]1[S:15][CH2:16][C:17]([S:34][C:35]1[S:36][CH:37]=[C:38]([C:40]3[CH:45]=[CH:44][N+:43]([CH3:46])=[CH:42][CH:41]=3)[N:39]=1)=[C:18]2[C:22]([O:24]CC1C=CC(OC)=CC=1)=[O:23].O.CS(O[C:57](=[O:73])/[C:58](/[C:63]1[N:67]=[C:66]([NH:68][P:69]([OH:72])([OH:71])=[O:70])[S:65][N:64]=1)=[N:59]\[O:60][CH2:61][CH3:62])(=O)=O.ClCCl. (4) Given the product [F:31][C:27]1([F:30])[CH2:28][CH2:29][CH:24]([CH2:23][C:22]2[N:7]3[C:8]([CH3:21])=[CH:9][C:10]([C:12]([NH:14][C:15]4[CH:16]=[CH:17][CH:18]=[CH:19][CH:20]=4)=[O:13])=[CH:11][C:6]3=[N:5][C:4]=2[CH:1]([OH:3])[CH3:2])[CH2:25][CH2:26]1, predict the reactants needed to synthesize it. The reactants are: [C:1]([C:4]1[N:5]=[C:6]2[CH:11]=[C:10]([C:12]([NH:14][C:15]3[CH:20]=[CH:19][CH:18]=[CH:17][CH:16]=3)=[O:13])[CH:9]=[C:8]([CH3:21])[N:7]2[C:22]=1[CH2:23][CH:24]1[CH2:29][CH2:28][C:27]([F:31])([F:30])[CH2:26][CH2:25]1)(=[O:3])[CH3:2].[BH4-].[Na+].CC(C)=O.C(=O)([O-])O.[Na+]. (5) Given the product [Cl:22][CH2:21][C:20](=[N:19][O:18][CH3:17])[CH2:23][N:11]1[C:12]2[C:8](=[CH:7][C:6]([N:5]=[C:3]([N:2]([CH3:1])[CH3:16])[CH3:4])=[CH:14][CH:13]=2)[CH:9]=[C:10]1[CH3:15], predict the reactants needed to synthesize it. The reactants are: [CH3:1][N:2]([CH3:16])[C:3](=[N:5][C:6]1[CH:7]=[C:8]2[C:12](=[CH:13][CH:14]=1)[NH:11][C:10]([CH3:15])=[CH:9]2)[CH3:4].[CH3:17][O:18][N:19]=[C:20]([CH2:23]Cl)[CH2:21][Cl:22].